Dataset: Forward reaction prediction with 1.9M reactions from USPTO patents (1976-2016). Task: Predict the product of the given reaction. (1) Given the reactants [Cl:1][C:2]1[N:3]=[C:4]([N:11]2[CH2:16][CH2:15][O:14][CH2:13][CH2:12]2)[C:5]2[S:10][CH:9]=[CH:8][C:6]=2[N:7]=1.[CH2:17]([Li])CCC.C[N:23]1[CH2:28][CH2:27][C:26](=[O:29])[CH2:25][CH2:24]1, predict the reaction product. The product is: [Cl:1][C:2]1[N:3]=[C:4]([N:11]2[CH2:16][CH2:15][O:14][CH2:13][CH2:12]2)[C:5]2[S:10][C:9]([N:23]3[CH2:24][CH2:25][CH:26]([OH:29])[CH2:27][CH:28]3[CH3:17])=[CH:8][C:6]=2[N:7]=1. (2) Given the reactants [Br:1][C:2]1[C:3]([OH:10])=[C:4]([CH:7]=[CH:8][CH:9]=1)[CH:5]=O.[C:11]([CH:16]=P(C1C=CC=CC=1)(C1C=CC=CC=1)C1C=CC=CC=1)(OCC)=[O:12], predict the reaction product. The product is: [Br:1][C:2]1[CH:9]=[CH:8][CH:7]=[C:4]2[C:3]=1[O:10][C:11](=[O:12])[CH:16]=[CH:5]2.